Dataset: Full USPTO retrosynthesis dataset with 1.9M reactions from patents (1976-2016). Task: Predict the reactants needed to synthesize the given product. (1) Given the product [CH:53]1([CH:22]([NH:23][C:24]([C:26]2[CH:31]=[N:30][CH:29]=[CH:28][N:27]=2)=[O:25])[C:21]([NH:20][CH2:15][C:16]([CH3:17])([CH3:18])[CH2:19][C:60]([C:65]2([C:69]([OH:71])=[O:70])[CH2:64][CH2:63][CH2:62][NH:61]2)=[O:59])=[O:38])[CH2:54][CH2:55][CH2:56][CH2:57][CH2:58]1, predict the reactants needed to synthesize it. The reactants are: C(OC(C1CC(O)CN1C(=O)[CH:15]([NH:20][C:21](=[O:38])[CH:22](C1CCCCC1)[NH:23][C:24]([C:26]1[CH:31]=[N:30][CH:29]=[CH:28][N:27]=1)=[O:25])[C:16]([CH3:19])([CH3:18])[CH3:17])=O)(C)(C)C.[C:53]1(P([C:53]2[CH:58]=[CH:57][CH:56]=[CH:55][CH:54]=2)[C:53]2[CH:58]=[CH:57][CH:56]=[CH:55][CH:54]=2)[CH:58]=[CH:57][CH:56]=[CH:55][CH:54]=1.[OH:59][C:60]1[CH:65]=[C:64](Cl)[CH:63]=[CH:62][N:61]=1.N(C(OCC)=O)=N[C:69]([O:71]CC)=[O:70].FC(F)(F)C(O)=O. (2) Given the product [F:21][C:2]1([F:1])[O:6][C:5]2[CH:7]=[CH:8][C:9]([N:11]3[CH:15]=[C:14]([CH3:16])[S:13]/[C:12]/3=[N:17]\[C:18](=[O:20])[CH3:19])=[CH:10][C:4]=2[O:3]1, predict the reactants needed to synthesize it. The reactants are: [F:1][C:2]1([F:21])[O:6][C:5]2[CH:7]=[CH:8][C:9]([N:11]3[CH2:15][C:14](=[CH2:16])[S:13]/[C:12]/3=[N:17]\[C:18](=[O:20])[CH3:19])=[CH:10][C:4]=2[O:3]1.C[O-].[Na+]. (3) Given the product [F:32][C:33]1[CH:41]=[CH:40][CH:39]=[C:38]([N:42]2[N:46]=[CH:45][CH:44]=[N:43]2)[C:34]=1[C:35]([N:13]1[CH2:12][CH2:11][C@@H:10]2[C@@H:15]([N:8]([C:6]3[CH:5]=[N:4][CH:3]=[C:2]([CH3:1])[N:7]=3)[CH2:9]2)[CH2:14]1)=[O:36], predict the reactants needed to synthesize it. The reactants are: [CH3:1][C:2]1[N:7]=[C:6]([N:8]2[C@@H:15]3[C@@H:10]([CH2:11][CH2:12][NH:13][CH2:14]3)[CH2:9]2)[CH:5]=[N:4][CH:3]=1.CC1C=C(C)N=C(N2[C@@H]3[C@@H](CCNC3)C2)N=1.[F:32][C:33]1[CH:41]=[CH:40][CH:39]=[C:38]([N:42]2[N:46]=[CH:45][CH:44]=[N:43]2)[C:34]=1[C:35](O)=[O:36].S1C=CC=C1C1C=CC=CC=1C(O)=O. (4) Given the product [F:1][C:2]([C:12]1[CH:17]=[CH:16][C:15]([C:25]2[CH:26]=[CH:27][C:22]([C:19]([OH:21])=[O:20])=[CH:23][CH:24]=2)=[CH:14][CH:13]=1)([CH3:11])[CH2:3][NH:4][S:5]([CH:8]([CH3:10])[CH3:9])(=[O:7])=[O:6], predict the reactants needed to synthesize it. The reactants are: [F:1][C:2]([C:12]1[CH:17]=[CH:16][C:15](I)=[CH:14][CH:13]=1)([CH3:11])[CH2:3][NH:4][S:5]([CH:8]([CH3:10])[CH3:9])(=[O:7])=[O:6].[C:19]([C:22]1[CH:27]=[CH:26][C:25](B(O)O)=[CH:24][CH:23]=1)([OH:21])=[O:20].C(=O)([O-])[O-].[K+].[K+].O. (5) Given the product [Cl:14][C:11]1[CH:12]=[CH:13][C:8]2[N:7]=[C:18]([C:19]3[CH:24]=[CH:23][CH:22]=[C:21]([C:25]4[CH:26]=[N:27][CH:28]=[N:29][CH:30]=4)[CH:20]=3)[CH2:17][C:16](=[O:32])[NH:15][C:9]=2[CH:10]=1, predict the reactants needed to synthesize it. The reactants are: C(OC(=O)[NH:7][C:8]1[CH:13]=[CH:12][C:11]([Cl:14])=[CH:10][C:9]=1[NH:15][C:16](=[O:32])[CH2:17][C:18](=O)[C:19]1[CH:24]=[CH:23][CH:22]=[C:21]([C:25]2[CH:26]=[N:27][CH:28]=[N:29][CH:30]=2)[CH:20]=1)(C)(C)C.C(O)(C(F)(F)F)=O. (6) Given the product [Cl-:29].[CH3:39][C:36]1([CH3:40])[CH2:35][CH2:34][N:33]([C:31](=[O:32])[CH2:30][NH+:14]2[CH2:15][CH2:16][CH:11]([N:8]3[C:9]4[C:5](=[CH:4][C:3]([C:18]([NH:20][CH3:21])=[O:19])=[C:2]([F:1])[CH:10]=4)[CH2:6][C:7]3=[O:17])[CH2:12][CH2:13]2)[CH2:38][CH2:37]1, predict the reactants needed to synthesize it. The reactants are: [F:1][C:2]1[CH:10]=[C:9]2[C:5]([CH2:6][C:7](=[O:17])[N:8]2[CH:11]2[CH2:16][CH2:15][NH:14][CH2:13][CH2:12]2)=[CH:4][C:3]=1[C:18]([NH:20][CH3:21])=[O:19].C(N(CC)CC)C.[Cl:29][CH2:30][C:31]([N:33]1[CH2:38][CH2:37][C:36]([CH3:40])([CH3:39])[CH2:35][CH2:34]1)=[O:32].